From a dataset of Forward reaction prediction with 1.9M reactions from USPTO patents (1976-2016). Predict the product of the given reaction. Given the reactants [F:1][C:2]1[CH:7]=[C:6]([F:8])[CH:5]=[CH:4][C:3]=1[C@:9]12[CH2:18][O:17][C@@H:16]([CH2:19]O)[CH2:15][C@H:14]1[C@@H:13]([CH3:21])[S:12][C:11]([NH:22][C:23](=[O:30])[C:24]1[CH:29]=[CH:28][CH:27]=[CH:26][CH:25]=1)=[N:10]2.C1(P(C2C=CC=CC=2)C2C=CC=CC=2)C=CC=CC=1.C(Br)(Br)(Br)[Br:51], predict the reaction product. The product is: [Br:51][CH2:19][C@@H:16]1[O:17][CH2:18][C@:9]2([C:3]3[CH:4]=[CH:5][C:6]([F:8])=[CH:7][C:2]=3[F:1])[N:10]=[C:11]([NH:22][C:23](=[O:30])[C:24]3[CH:29]=[CH:28][CH:27]=[CH:26][CH:25]=3)[S:12][C@H:13]([CH3:21])[C@@H:14]2[CH2:15]1.